This data is from NCI-60 drug combinations with 297,098 pairs across 59 cell lines. The task is: Regression. Given two drug SMILES strings and cell line genomic features, predict the synergy score measuring deviation from expected non-interaction effect. (1) Drug 1: C1=CC=C(C=C1)NC(=O)CCCCCCC(=O)NO. Drug 2: CC12CCC3C(C1CCC2OP(=O)(O)O)CCC4=C3C=CC(=C4)OC(=O)N(CCCl)CCCl.[Na+]. Cell line: EKVX. Synergy scores: CSS=-1.74, Synergy_ZIP=-0.368, Synergy_Bliss=-2.54, Synergy_Loewe=-80.5, Synergy_HSA=-5.33. (2) Drug 1: C(CCl)NC(=O)N(CCCl)N=O. Drug 2: CC1C(C(CC(O1)OC2CC(CC3=C2C(=C4C(=C3O)C(=O)C5=CC=CC=C5C4=O)O)(C(=O)C)O)N)O. Cell line: NCI/ADR-RES. Synergy scores: CSS=23.2, Synergy_ZIP=-7.48, Synergy_Bliss=-2.43, Synergy_Loewe=-2.36, Synergy_HSA=-1.08. (3) Drug 1: C1=CN(C(=O)N=C1N)C2C(C(C(O2)CO)O)O.Cl. Drug 2: C1C(C(OC1N2C=NC3=C2NC=NCC3O)CO)O. Cell line: NCI-H322M. Synergy scores: CSS=-1.95, Synergy_ZIP=-0.00180, Synergy_Bliss=1.82, Synergy_Loewe=-3.76, Synergy_HSA=-2.73. (4) Drug 1: C1CCC(CC1)NC(=O)N(CCCl)N=O. Drug 2: CC1C(C(CC(O1)OC2CC(OC(C2O)C)OC3=CC4=CC5=C(C(=O)C(C(C5)C(C(=O)C(C(C)O)O)OC)OC6CC(C(C(O6)C)O)OC7CC(C(C(O7)C)O)OC8CC(C(C(O8)C)O)(C)O)C(=C4C(=C3C)O)O)O)O. Cell line: NCIH23. Synergy scores: CSS=6.08, Synergy_ZIP=-2.82, Synergy_Bliss=0.944, Synergy_Loewe=1.34, Synergy_HSA=1.02. (5) Drug 1: C(CN)CNCCSP(=O)(O)O. Drug 2: CC1C(C(CC(O1)OC2CC(CC3=C2C(=C4C(=C3O)C(=O)C5=CC=CC=C5C4=O)O)(C(=O)C)O)N)O. Cell line: COLO 205. Synergy scores: CSS=56.4, Synergy_ZIP=-0.609, Synergy_Bliss=-1.24, Synergy_Loewe=-42.7, Synergy_HSA=-0.879.